This data is from Peptide-MHC class I binding affinity with 185,985 pairs from IEDB/IMGT. The task is: Regression. Given a peptide amino acid sequence and an MHC pseudo amino acid sequence, predict their binding affinity value. This is MHC class I binding data. (1) The peptide sequence is MHEDIISLW. The MHC is HLA-A24:02 with pseudo-sequence HLA-A24:02. The binding affinity (normalized) is 0.349. (2) The peptide sequence is KLYPNVDFY. The MHC is HLA-B08:01 with pseudo-sequence HLA-B08:01. The binding affinity (normalized) is 0.0847.